From a dataset of Full USPTO retrosynthesis dataset with 1.9M reactions from patents (1976-2016). Predict the reactants needed to synthesize the given product. (1) Given the product [Br:6][C:7]1[CH:12]=[CH:11][C:10]([NH:13][CH2:2][C:3](=[O:5])[CH3:4])=[C:9]([O:25][CH3:22])[CH:8]=1, predict the reactants needed to synthesize it. The reactants are: Cl[CH2:2][C:3](=[O:5])[CH3:4].[Br:6][C:7]1[CH:12]=[CH:11][C:10]([NH:13]C(=O)C(F)(F)F)=[C:9](OC)[CH:8]=1.[C:22](=[O:25])([O-])[O-].[Cs+].[Cs+].[I-].[K+]. (2) Given the product [C:1]([C:4]1[CH:5]=[C:6]([I:32])[C:7]([C:15]2[CH:24]=[CH:23][CH:22]=[C:21]3[C:16]=2[CH2:17][CH2:18][N:19]([C:25]([O:27][C:28]([CH3:29])([CH3:31])[CH3:30])=[O:26])[CH2:20]3)=[C:8]2[C:12]=1[NH:11][C:10]([CH3:13])=[C:9]2[CH3:14])(=[O:3])[NH2:2], predict the reactants needed to synthesize it. The reactants are: [C:1]([C:4]1[CH:5]=[CH:6][C:7]([C:15]2[CH:24]=[CH:23][CH:22]=[C:21]3[C:16]=2[CH2:17][CH2:18][N:19]([C:25]([O:27][C:28]([CH3:31])([CH3:30])[CH3:29])=[O:26])[CH2:20]3)=[C:8]2[C:12]=1[NH:11][C@H:10]([CH3:13])[C@@H:9]2[CH3:14])(=[O:3])[NH2:2].[I:32]N1C(=O)CCC1=O.N1C=CC=CC=1. (3) Given the product [OH:43][C:41]([C:40]([F:45])([F:44])[F:39])=[O:42].[CH3:1][CH:2]1[CH2:3][CH2:4][N:5]([C:8]([C:10]2[CH:18]=[CH:17][C:16]3[N:15]([S:19]([C:22]4[CH:23]=[CH:24][CH:25]=[CH:26][CH:27]=4)(=[O:20])=[O:21])[C:14]4[CH2:28][CH2:29][NH:30][CH2:31][C:13]=4[C:12]=3[CH:11]=2)=[O:9])[CH2:6][CH2:7]1.[C:41]([OH:43])([C:40]([F:45])([F:44])[F:39])=[O:42], predict the reactants needed to synthesize it. The reactants are: [CH3:1][CH:2]1[CH2:7][CH2:6][N:5]([C:8]([C:10]2[CH:18]=[CH:17][C:16]3[N:15]([S:19]([C:22]4[CH:27]=[CH:26][CH:25]=[CH:24][CH:23]=4)(=[O:21])=[O:20])[C:14]4[CH2:28][CH2:29][N:30](C(OC(C)(C)C)=O)[CH2:31][C:13]=4[C:12]=3[CH:11]=2)=[O:9])[CH2:4][CH2:3]1.[F:39][C:40]([F:45])([F:44])[C:41]([OH:43])=[O:42]. (4) Given the product [C:1]([C:3]1[N:8]=[CH:7][C:6]([NH:9][C:10]([N:32]2[CH2:33][CH2:34][N:29]([C:27]3[S:26][N:25]=[C:24]([C:18]4[CH:23]=[CH:22][CH:21]=[CH:20][CH:19]=4)[N:28]=3)[CH2:30][CH2:31]2)=[O:17])=[CH:5][CH:4]=1)#[N:2], predict the reactants needed to synthesize it. The reactants are: [C:1]([C:3]1[N:8]=[CH:7][C:6]([NH:9][C:10](=[O:17])OCC(Cl)(Cl)Cl)=[CH:5][CH:4]=1)#[N:2].[C:18]1([C:24]2[N:28]=[C:27]([N:29]3[CH2:34][CH2:33][NH:32][CH2:31][CH2:30]3)[S:26][N:25]=2)[CH:23]=[CH:22][CH:21]=[CH:20][CH:19]=1.C(N(C(C)C)CC)(C)C.O. (5) Given the product [C:1]([C:3]1[CH:8]=[CH:7][C:6]([C:9]2[CH:10]=[N:11][N:12]([C:15]3[CH:23]=[CH:22][C:18]([C:19]([NH:31][C@H:29]([CH2:28][CH2:27][O:26][CH3:25])[CH3:30])=[O:20])=[CH:17][N:16]=3)[C:13]=2[OH:14])=[C:5]([CH3:24])[CH:4]=1)#[N:2], predict the reactants needed to synthesize it. The reactants are: [C:1]([C:3]1[CH:8]=[CH:7][C:6]([C:9]2[CH:10]=[N:11][N:12]([C:15]3[CH:23]=[CH:22][C:18]([C:19](O)=[O:20])=[CH:17][N:16]=3)[C:13]=2[OH:14])=[C:5]([CH3:24])[CH:4]=1)#[N:2].[CH3:25][O:26][CH2:27][CH2:28][C@@H:29]([NH2:31])[CH3:30]. (6) The reactants are: [CH3:1][C@@H:2]1[C:8](=[O:9])[NH:7][CH2:6][C@H:5]([CH3:10])[CH2:4][N:3]1C(OCC1C=CC=CC=1)=O. Given the product [CH3:1][C@H:2]1[NH:3][CH2:4][C@@H:5]([CH3:10])[CH2:6][NH:7][C:8]1=[O:9], predict the reactants needed to synthesize it. (7) The reactants are: [CH3:1][C:2]1[N:7]=[C:6]([NH:8][C:9](=[O:15])[O:10][C:11]([CH3:14])([CH3:13])[CH3:12])[CH:5]=[CH:4][CH:3]=1.C([Li])CCC.CON(C)[C:24]([CH:26]1[CH2:31][CH2:30][N:29]([C:32]([O:34][C:35]([CH3:38])([CH3:37])[CH3:36])=[O:33])[CH2:28][CH2:27]1)=[O:25].[Cl-].[NH4+]. Given the product [C:11]([O:10][C:9]([NH:8][C:6]1[N:7]=[C:2]([CH2:1][C:24]([CH:26]2[CH2:31][CH2:30][N:29]([C:32]([O:34][C:35]([CH3:38])([CH3:37])[CH3:36])=[O:33])[CH2:28][CH2:27]2)=[O:25])[CH:3]=[CH:4][CH:5]=1)=[O:15])([CH3:12])([CH3:14])[CH3:13], predict the reactants needed to synthesize it. (8) Given the product [C:15]1([C:2]2[CH:14]=[CH:13][C:5]3[S:6][C:7]4[CH:12]=[CH:11][CH:10]=[CH:9][C:8]=4[C:4]=3[CH:3]=2)[CH:20]=[CH:19][CH:18]=[CH:17][CH:16]=1, predict the reactants needed to synthesize it. The reactants are: Br[C:2]1[CH:14]=[CH:13][C:5]2[S:6][C:7]3[CH:12]=[CH:11][CH:10]=[CH:9][C:8]=3[C:4]=2[CH:3]=1.[C:15]1(B(O)O)[CH:20]=[CH:19][CH:18]=[CH:17][CH:16]=1.C(=O)([O-])[O-].[K+].[K+].C(O)C.